This data is from Forward reaction prediction with 1.9M reactions from USPTO patents (1976-2016). The task is: Predict the product of the given reaction. (1) Given the reactants [CH3:1][N:2]1[C:6]([CH2:7][O:8][C:9]2[N:14]=[N:13][C:12]([C:15]([OH:17])=O)=[CH:11][CH:10]=2)=[C:5]([C:18]2[CH:23]=[CH:22][CH:21]=[CH:20][N:19]=2)[N:4]=[N:3]1.CN(C(ON1N=NC2C=CC=CC1=2)=[N+](C)C)C.[B-](F)(F)(F)F.CCN(C(C)C)C(C)C.[NH2:55][CH:56]1[CH2:61][CH2:60][O:59][CH2:58][CH2:57]1, predict the reaction product. The product is: [O:59]1[CH2:60][CH2:61][CH:56]([NH:55][C:15]([C:12]2[N:13]=[N:14][C:9]([O:8][CH2:7][C:6]3[N:2]([CH3:1])[N:3]=[N:4][C:5]=3[C:18]3[CH:23]=[CH:22][CH:21]=[CH:20][N:19]=3)=[CH:10][CH:11]=2)=[O:17])[CH2:57][CH2:58]1. (2) Given the reactants [OH:1][C@@H:2]([CH3:6])[C:3](O)=[O:4].Cl.Cl.[Cl:9][C:10]1[C:11]([F:36])=[C:12]([NH:16][C:17]2[C:26]3[C:21](=[CH:22][C:23]([O:29][CH:30]4[CH2:35][CH2:34][NH:33][CH2:32][CH2:31]4)=[C:24]([O:27][CH3:28])[CH:25]=3)[N:20]=[CH:19][N:18]=2)[CH:13]=[CH:14][CH:15]=1, predict the reaction product. The product is: [Cl:9][C:10]1[C:11]([F:36])=[C:12]([CH:13]=[CH:14][CH:15]=1)[NH:16][C:17]1[C:26]2[C:21](=[CH:22][C:23]([O:29][CH:30]3[CH2:35][CH2:34][N:33]([C:3](=[O:4])[C@@H:2]([OH:1])[CH3:6])[CH2:32][CH2:31]3)=[C:24]([O:27][CH3:28])[CH:25]=2)[N:20]=[CH:19][N:18]=1.